Dataset: Catalyst prediction with 721,799 reactions and 888 catalyst types from USPTO. Task: Predict which catalyst facilitates the given reaction. (1) Reactant: [NH2:1][CH2:2][CH2:3][N:4]1[C:12]2[C:11]([CH3:13])=[C:10]([CH3:14])[N:9]=[C:8]([NH2:15])[C:7]=2[N:6]=[C:5]1[CH2:16][O:17][CH2:18][CH3:19].[CH:20]1([N:26]=[C:27]=[O:28])[CH2:25][CH2:24][CH2:23][CH2:22][CH2:21]1. Product: [NH2:15][C:8]1[C:7]2[N:6]=[C:5]([CH2:16][O:17][CH2:18][CH3:19])[N:4]([CH2:3][CH2:2][NH:1][C:27]([NH:26][CH:20]3[CH2:25][CH2:24][CH2:23][CH2:22][CH2:21]3)=[O:28])[C:12]=2[C:11]([CH3:13])=[C:10]([CH3:14])[N:9]=1. The catalyst class is: 4. (2) Reactant: [CH3:1][O:2][CH2:3][CH2:4][CH2:5][O:6][C:7]1[CH:12]=[CH:11][N:10]=[C:9]([CH2:13][S:14][C:15]2[NH:19][C:18]3[CH:20]=[CH:21][CH:22]=[CH:23][C:17]=3[N:16]=2)[C:8]=1[CH3:24].[OH-:25].[Na+].O. Product: [CH3:1][O:2][CH2:3][CH2:4][CH2:5][O:6][C:7]1[CH:12]=[CH:11][N:10]=[C:9]([CH2:13][S:14]([C:15]2[NH:16][C:17]3[CH:23]=[CH:22][CH:21]=[CH:20][C:18]=3[N:19]=2)=[O:25])[C:8]=1[CH3:24]. The catalyst class is: 4.